From a dataset of Catalyst prediction with 721,799 reactions and 888 catalyst types from USPTO. Predict which catalyst facilitates the given reaction. (1) Reactant: C(O)(=O)C.[N:5]1[C:14]2[C:9](=[CH:10][C:11]([CH2:15][C:16]([C:18]3[CH:23]=[CH:22][N:21]=[C:20]([C:24]([F:27])([F:26])[F:25])[N:19]=3)=O)=[CH:12][CH:13]=2)[N:8]=[CH:7][CH:6]=1.C[N:29]([CH:31](OC)OC)C.O.[NH2:37]N. Product: [F:25][C:24]([F:27])([F:26])[C:20]1[N:19]=[C:18]([C:16]2[C:15]([C:11]3[CH:10]=[C:9]4[C:14](=[CH:13][CH:12]=3)[N:5]=[CH:6][CH:7]=[N:8]4)=[CH:31][NH:29][N:37]=2)[CH:23]=[CH:22][N:21]=1. The catalyst class is: 3. (2) Reactant: [CH2:1]([O:4][CH:5]1[CH2:10][CH2:9][CH2:8][CH2:7][O:6]1)[C:2]#[CH:3].C([Li])CCC.[Cl:16][C:17]1[N:22]2[N:23]=[C:24]([C:28]3[CH:33]=[CH:32][C:31]([F:34])=[CH:30][CH:29]=3)[C:25]([CH:26]=[O:27])=[C:21]2[CH:20]=[CH:19][CH:18]=1.O. Product: [Cl:16][C:17]1[N:22]2[N:23]=[C:24]([C:28]3[CH:33]=[CH:32][C:31]([F:34])=[CH:30][CH:29]=3)[C:25]([CH:26]([OH:27])[C:3]#[C:2][CH2:1][O:4][CH:5]3[CH2:10][CH2:9][CH2:8][CH2:7][O:6]3)=[C:21]2[CH:20]=[CH:19][CH:18]=1. The catalyst class is: 365.